Dataset: NCI-60 drug combinations with 297,098 pairs across 59 cell lines. Task: Regression. Given two drug SMILES strings and cell line genomic features, predict the synergy score measuring deviation from expected non-interaction effect. Drug 1: CC1=C2C(C(=O)C3(C(CC4C(C3C(C(C2(C)C)(CC1OC(=O)C(C(C5=CC=CC=C5)NC(=O)OC(C)(C)C)O)O)OC(=O)C6=CC=CC=C6)(CO4)OC(=O)C)OC)C)OC. Cell line: A549. Synergy scores: CSS=46.4, Synergy_ZIP=-2.32, Synergy_Bliss=-3.72, Synergy_Loewe=-9.58, Synergy_HSA=-1.32. Drug 2: CCC1(C2=C(COC1=O)C(=O)N3CC4=CC5=C(C=CC(=C5CN(C)C)O)N=C4C3=C2)O.Cl.